Dataset: NCI-60 drug combinations with 297,098 pairs across 59 cell lines. Task: Regression. Given two drug SMILES strings and cell line genomic features, predict the synergy score measuring deviation from expected non-interaction effect. (1) Drug 1: CCC1(CC2CC(C3=C(CCN(C2)C1)C4=CC=CC=C4N3)(C5=C(C=C6C(=C5)C78CCN9C7C(C=CC9)(C(C(C8N6C)(C(=O)OC)O)OC(=O)C)CC)OC)C(=O)OC)O.OS(=O)(=O)O. Drug 2: CC1CCCC2(C(O2)CC(NC(=O)CC(C(C(=O)C(C1O)C)(C)C)O)C(=CC3=CSC(=N3)C)C)C. Cell line: KM12. Synergy scores: CSS=50.3, Synergy_ZIP=4.16, Synergy_Bliss=2.03, Synergy_Loewe=-9.57, Synergy_HSA=1.41. (2) Drug 1: CC1=CC=C(C=C1)C2=CC(=NN2C3=CC=C(C=C3)S(=O)(=O)N)C(F)(F)F. Drug 2: CCC1(CC2CC(C3=C(CCN(C2)C1)C4=CC=CC=C4N3)(C5=C(C=C6C(=C5)C78CCN9C7C(C=CC9)(C(C(C8N6C=O)(C(=O)OC)O)OC(=O)C)CC)OC)C(=O)OC)O.OS(=O)(=O)O. Cell line: OVCAR-4. Synergy scores: CSS=11.4, Synergy_ZIP=-2.00, Synergy_Bliss=2.08, Synergy_Loewe=-2.82, Synergy_HSA=1.35. (3) Drug 1: CS(=O)(=O)C1=CC(=C(C=C1)C(=O)NC2=CC(=C(C=C2)Cl)C3=CC=CC=N3)Cl. Drug 2: C1CC(=O)NC(=O)C1N2C(=O)C3=CC=CC=C3C2=O. Cell line: ACHN. Synergy scores: CSS=12.7, Synergy_ZIP=5.22, Synergy_Bliss=12.0, Synergy_Loewe=10.7, Synergy_HSA=9.15. (4) Drug 1: CC(C1=C(C=CC(=C1Cl)F)Cl)OC2=C(N=CC(=C2)C3=CN(N=C3)C4CCNCC4)N. Drug 2: CCN(CC)CCNC(=O)C1=C(NC(=C1C)C=C2C3=C(C=CC(=C3)F)NC2=O)C. Cell line: NCI-H522. Synergy scores: CSS=3.42, Synergy_ZIP=0.710, Synergy_Bliss=1.31, Synergy_Loewe=-1.94, Synergy_HSA=-1.58. (5) Drug 1: CC1=CC=C(C=C1)C2=CC(=NN2C3=CC=C(C=C3)S(=O)(=O)N)C(F)(F)F. Drug 2: C1=CN(C=N1)CC(O)(P(=O)(O)O)P(=O)(O)O. Cell line: NCI-H322M. Synergy scores: CSS=-1.46, Synergy_ZIP=1.34, Synergy_Bliss=1.28, Synergy_Loewe=-0.611, Synergy_HSA=-1.27.